From a dataset of Full USPTO retrosynthesis dataset with 1.9M reactions from patents (1976-2016). Predict the reactants needed to synthesize the given product. (1) Given the product [F:1][C:2]1[C:3]([F:12])=[CH:4][C:5]2[S:9][C:8](=[N:10][C:18](=[O:19])[C:17]3[CH:21]=[CH:22][CH:23]=[C:15]([C:14]([F:25])([F:24])[F:13])[CH:16]=3)[N:7]([CH2:37][C:28]([OH:27])=[O:43])[C:6]=2[CH:11]=1, predict the reactants needed to synthesize it. The reactants are: [F:1][C:2]1[C:3]([F:12])=[CH:4][C:5]2[S:9][C:8]([NH2:10])=[N:7][C:6]=2[CH:11]=1.[F:13][C:14]([F:25])([F:24])[C:15]1[CH:16]=[C:17]([CH:21]=[CH:22][CH:23]=1)[C:18](Cl)=[O:19].C[O:27][C:28]1[CH:37]=CC2N=C(N)SC=2C=1.ClC1C=C(C=CC=1)C(Cl)=[O:43]. (2) Given the product [OH:1][CH:2]([C:6]1[CH:11]=[CH:10][C:9]([C:12]2[N:16]=[C:15]([C:17]3[O:21][N:20]=[C:19]([C:22]4[CH:27]=[CH:26][CH:25]=[CH:24][CH:23]=4)[C:18]=3[C:28]([F:31])([F:30])[F:29])[O:14][N:13]=2)=[CH:8][CH:7]=1)[C:3]([NH:32][CH2:33][CH2:34][N:35]1[CH2:39][CH2:38][NH:37][C:36]1=[O:40])=[O:4], predict the reactants needed to synthesize it. The reactants are: [OH:1][CH:2]([C:6]1[CH:11]=[CH:10][C:9]([C:12]2[N:16]=[C:15]([C:17]3[O:21][N:20]=[C:19]([C:22]4[CH:27]=[CH:26][CH:25]=[CH:24][CH:23]=4)[C:18]=3[C:28]([F:31])([F:30])[F:29])[O:14][N:13]=2)=[CH:8][CH:7]=1)[C:3](O)=[O:4].[NH2:32][CH2:33][CH2:34][N:35]1[CH2:39][CH2:38][NH:37][C:36]1=[O:40].CN1CCOCC1.CN(C(ON1N=NC2C=CC=NC1=2)=[N+](C)C)C.F[P-](F)(F)(F)(F)F. (3) Given the product [N:12]1([C:10]2[N:11]=[C:6]([C:4]([C:3]3[C:2]([NH2:1])=[N:29][CH:28]=[C:27]([Br:30])[CH:26]=3)=[O:5])[CH:7]=[CH:8][CH:9]=2)[CH2:18][CH2:17][CH2:16][NH:15][CH2:14][CH2:13]1, predict the reactants needed to synthesize it. The reactants are: [NH2:1][C:2]1[N:29]=[CH:28][C:27]([Br:30])=[CH:26][C:3]=1[C:4]([C:6]1[N:11]=[C:10]([N:12]2[CH2:18][CH2:17][CH2:16][N:15](C(OC(C)(C)C)=O)[CH2:14][CH2:13]2)[CH:9]=[CH:8][CH:7]=1)=[O:5].Cl. (4) Given the product [I:18][C:19]1[CH:20]=[C:21]([CH:22]=[CH:23][CH:24]=1)[O:25][C:2]1[CH:7]=[N:6][CH:5]=[C:4]([S:8]([CH3:11])(=[O:10])=[O:9])[N:3]=1, predict the reactants needed to synthesize it. The reactants are: Cl[C:2]1[CH:7]=[N:6][CH:5]=[C:4]([S:8]([CH3:11])(=[O:10])=[O:9])[N:3]=1.C([O-])([O-])=O.[K+].[K+].[I:18][C:19]1[CH:20]=[C:21]([OH:25])[CH:22]=[CH:23][CH:24]=1.CN(C=O)C. (5) Given the product [CH3:2][N:3]1[CH:4]=[CH:5][C:6]([O:9][CH3:16])=[C:7]([I:8])[C:10]1=[O:13], predict the reactants needed to synthesize it. The reactants are: O[C:2]1[C:7]([I:8])=[C:6]([OH:9])[CH:5]=[CH:4][N:3]=1.[C:10]([O-:13])([O-])=O.[Cs+].[Cs+].[CH3:16]N(C=O)C. (6) Given the product [Br:29][C:26]1[CH:27]=[CH:28][C:19]([NH:10][C:8]2[N:7]([C:11]3[CH:16]=[CH:15][CH:14]=[CH:13][C:12]=3[CH3:17])[N:6]=[C:5]([C:1]([CH3:4])([CH3:3])[CH3:2])[CH:9]=2)=[C:20]([CH:25]=1)[C:21]([O:23][CH3:24])=[O:22], predict the reactants needed to synthesize it. The reactants are: [C:1]([C:5]1[CH:9]=[C:8]([NH2:10])[N:7]([C:11]2[CH:16]=[CH:15][CH:14]=[CH:13][C:12]=2[CH3:17])[N:6]=1)([CH3:4])([CH3:3])[CH3:2].Br[C:19]1[CH:28]=[CH:27][C:26]([Br:29])=[CH:25][C:20]=1[C:21]([O:23][CH3:24])=[O:22].C1C=CC(P(C2C(C3C(P(C4C=CC=CC=4)C4C=CC=CC=4)=CC=C4C=3C=CC=C4)=C3C(C=CC=C3)=CC=2)C2C=CC=CC=2)=CC=1.C([O-])([O-])=O.[Cs+].[Cs+]. (7) Given the product [CH3:36][O:31][C:29](=[O:30])[CH2:28][CH2:33][CH2:34][CH2:35][O:16][C:11]1[CH:12]=[CH:13][CH:14]=[CH:15][C:10]=1[N:8]([C:6](=[O:7])[C:5]1[CH:17]=[CH:18][C:2]([Cl:1])=[C:3]([C:19]2[CH:20]=[N:21][C:22]([Cl:26])=[CH:23][C:24]=2[CH3:25])[CH:4]=1)[CH3:9], predict the reactants needed to synthesize it. The reactants are: [Cl:1][C:2]1[CH:18]=[CH:17][C:5]([C:6]([N:8]([C:10]2[CH:15]=[CH:14][CH:13]=[CH:12][C:11]=2[OH:16])[CH3:9])=[O:7])=[CH:4][C:3]=1[C:19]1[CH:20]=[N:21][C:22]([Cl:26])=[CH:23][C:24]=1[CH3:25].C[CH:28]([CH2:33][CH2:34][CH3:35])[C:29]([O:31]Br)=[O:30].[C:36]([O-])([O-])=O.[K+].[K+].C(OCC)(=O)C. (8) Given the product [Br:1][C:2]1[CH:3]=[C:4]([CH:8]=[CH:9][N:10]=1)[C:5]([NH:11][C:12]1[CH:13]=[C:14]([CH3:18])[CH:15]=[CH:16][CH:17]=1)=[O:7], predict the reactants needed to synthesize it. The reactants are: [Br:1][C:2]1[CH:3]=[C:4]([CH:8]=[CH:9][N:10]=1)[C:5]([OH:7])=O.[NH2:11][C:12]1[CH:17]=[CH:16][CH:15]=[C:14]([CH3:18])[CH:13]=1. (9) Given the product [Cl:1][C:2]1[CH:7]=[C:6]([CH3:8])[CH:5]=[C:4]2[C:3]=1[CH2:9][CH:10]([CH3:14])[C:11]2=[O:12], predict the reactants needed to synthesize it. The reactants are: [Cl:1][C:2]1[CH:7]=[C:6]([CH3:8])[CH:5]=[CH:4][C:3]=1[CH2:9][CH:10]([CH3:14])[C:11](Cl)=[O:12].[Al+3].[Cl-].[Cl-].[Cl-]. (10) Given the product [N:5]1[CH:6]=[C:7]([C:8]([NH2:9])=[O:31])[CH:2]=[N:3][CH:4]=1, predict the reactants needed to synthesize it. The reactants are: N[C:2]1[C:7]([C:8]#[N:9])=[C:6](N[C@H](C2N(C3C=NC=C(F)C=3)C3C=C(F)C=CC=3N=2)C)[N:5]=[CH:4][N:3]=1.C(=O)([O-])[O-:31].[K+].[K+].OO.O.